This data is from Peptide-MHC class I binding affinity with 185,985 pairs from IEDB/IMGT. The task is: Regression. Given a peptide amino acid sequence and an MHC pseudo amino acid sequence, predict their binding affinity value. This is MHC class I binding data. (1) The peptide sequence is KRQEILDLWVY. The MHC is HLA-B44:03 with pseudo-sequence HLA-B44:03. The binding affinity (normalized) is 0.529. (2) The peptide sequence is ELHNGFTGY. The MHC is HLA-A02:03 with pseudo-sequence HLA-A02:03. The binding affinity (normalized) is 0.0847. (3) The peptide sequence is NATDFWRLY. The MHC is HLA-A68:01 with pseudo-sequence HLA-A68:01. The binding affinity (normalized) is 0.634. (4) The peptide sequence is YVIPHVHAF. The MHC is HLA-B57:01 with pseudo-sequence HLA-B57:01. The binding affinity (normalized) is 0.365. (5) The peptide sequence is FPVRPQVPM. The MHC is HLA-B35:01 with pseudo-sequence HLA-B35:01. The binding affinity (normalized) is 0.763. (6) The peptide sequence is CRAPRKKGC. The MHC is HLA-A02:06 with pseudo-sequence HLA-A02:06. The binding affinity (normalized) is 0. (7) The peptide sequence is LAYSYHDL. The MHC is HLA-A02:01 with pseudo-sequence HLA-A02:01. The binding affinity (normalized) is 0.0954. (8) The peptide sequence is PHDPDFLVL. The MHC is HLA-B15:01 with pseudo-sequence HLA-B15:01. The binding affinity (normalized) is 0.0847. (9) The peptide sequence is HPAAMPHLLV. The MHC is Patr-B1301 with pseudo-sequence Patr-B1301. The binding affinity (normalized) is 0.478. (10) The peptide sequence is FANHKFTLV. The MHC is HLA-A02:01 with pseudo-sequence HLA-A02:01. The binding affinity (normalized) is 0.538.